Dataset: Forward reaction prediction with 1.9M reactions from USPTO patents (1976-2016). Task: Predict the product of the given reaction. (1) Given the reactants [OH:1][CH2:2][C@@H:3]1[CH2:7][C:6](=C)[CH2:5][C@H:4]1[C:9]1[CH:14]=[CH:13][CH:12]=[CH:11][CH:10]=1.C[OH:16], predict the reaction product. The product is: [OH:1][CH2:2][C@@H:3]1[CH2:7][C:6](=[O:16])[CH2:5][C@H:4]1[C:9]1[CH:14]=[CH:13][CH:12]=[CH:11][CH:10]=1. (2) Given the reactants [NH2:1][C:2]1[N:11]=[C:10]([CH3:12])[C:9]2[C:8](=[O:13])[CH2:7][CH:6]([C:14]3[CH:19]=[CH:18][CH:17]=[CH:16][C:15]=3Br)[CH2:5][C:4]=2[N:3]=1.NC1N=[C:30]([CH3:32])[C:29]2[C:28](=O)[CH2:27][CH:26](C3C=CC=CC=3C3C=CC=CC=3)[CH2:25][C:24]=2[N:23]=1, predict the reaction product. The product is: [NH2:1][C:2]1[N:11]=[C:10]([CH3:12])[C:9]2[C:8](=[O:13])[CH2:7][CH:6]([C:14]3[CH:19]=[CH:18][CH:17]=[CH:16][C:15]=3[C:25]3[CH:26]=[CH:27][CH:28]=[C:29]4[C:24]=3[NH:23][CH:32]=[CH:30]4)[CH2:5][C:4]=2[N:3]=1. (3) Given the reactants Br[CH2:2][CH2:3][CH2:4][CH3:5].[OH:6][C:7]1[CH:16]=[C:15]([C@H:17]([CH3:21])[C:18]([OH:20])=[O:19])[CH:14]=[C:13]2[C:8]=1[C@@H:9]1[CH2:27][C:26]([CH3:28])=[CH:25][CH2:24][C@H:10]1[C:11]([CH3:23])([CH3:22])[O:12]2.C(=O)(O)[O-].[Na+].CCCCCC, predict the reaction product. The product is: [OH:6][C:7]1[CH:16]=[C:15]([C@H:17]([CH3:21])[C:18]([O:20][CH2:2][CH2:3][CH2:4][CH3:5])=[O:19])[CH:14]=[C:13]2[C:8]=1[C@@H:9]1[CH2:27][C:26]([CH3:28])=[CH:25][CH2:24][C@H:10]1[C:11]([CH3:23])([CH3:22])[O:12]2. (4) Given the reactants CON(C)[C:4]([CH:6]([N:10]([CH3:18])[C:11](=[O:17])[O:12][C:13]([CH3:16])([CH3:15])[CH3:14])[CH2:7][CH:8]=[CH2:9])=[O:5].[H-].[Al+3].[Li+].[H-].[H-].[H-].S([O-])(O)(=O)=O.[K+], predict the reaction product. The product is: [CH:4]([CH:6]([N:10]([CH3:18])[C:11](=[O:17])[O:12][C:13]([CH3:15])([CH3:14])[CH3:16])[CH2:7][CH:8]=[CH2:9])=[O:5]. (5) Given the reactants [CH2:1]([C:5]1([CH2:28][CH2:29][CH2:30][CH3:31])[N:11]=[C:10]([C:12]2[CH:17]=[CH:16][CH:15]=[CH:14][CH:13]=2)[C:9]2[CH:18]=[C:19]([O:26][CH3:27])[C:20]([C:22](OC)=[O:23])=[CH:21][C:8]=2[S:7][CH2:6]1)[CH2:2][CH2:3][CH3:4].[H-].[H-].[H-].[H-].[Li+].[Al+3], predict the reaction product. The product is: [CH2:1]([C:5]1([CH2:28][CH2:29][CH2:30][CH3:31])[N:11]=[C:10]([C:12]2[CH:17]=[CH:16][CH:15]=[CH:14][CH:13]=2)[C:9]2[CH:18]=[C:19]([O:26][CH3:27])[C:20]([CH2:22][OH:23])=[CH:21][C:8]=2[S:7][CH2:6]1)[CH2:2][CH2:3][CH3:4].